From a dataset of Catalyst prediction with 721,799 reactions and 888 catalyst types from USPTO. Predict which catalyst facilitates the given reaction. (1) Reactant: C[O:2][C:3]([C:5]1[CH:6]=[C:7]([C:11]2[S:12][CH:13]=[CH:14][CH:15]=2)[CH:8]=[CH:9][CH:10]=1)=[O:4].[OH-].[Na+].Cl. Product: [C:3]([C:5]1[CH:6]=[C:7]([C:11]2[S:12][CH:13]=[CH:14][CH:15]=2)[CH:8]=[CH:9][CH:10]=1)([OH:4])=[O:2]. The catalyst class is: 111. (2) Reactant: [F:1][C:2]([F:33])([O:7][C:8]1[CH:13]=[CH:12][C:11]([N:14]2[CH:18]=[N:17][C:16]([C:19]3[CH:24]=[CH:23][C:22]([NH:25]C(=O)OC(C)(C)C)=[CH:21][CH:20]=3)=[N:15]2)=[CH:10][CH:9]=1)[C:3]([F:6])([F:5])[F:4].C([O-])(O)=O.[Na+]. Product: [F:33][C:2]([F:1])([O:7][C:8]1[CH:9]=[CH:10][C:11]([N:14]2[CH:18]=[N:17][C:16]([C:19]3[CH:20]=[CH:21][C:22]([NH2:25])=[CH:23][CH:24]=3)=[N:15]2)=[CH:12][CH:13]=1)[C:3]([F:6])([F:5])[F:4]. The catalyst class is: 89.